From a dataset of Full USPTO retrosynthesis dataset with 1.9M reactions from patents (1976-2016). Predict the reactants needed to synthesize the given product. (1) Given the product [F:1][C:2]1[N:7]=[C:6]([I:8])[C:5]([O:9][CH3:12])=[CH:4][CH:3]=1, predict the reactants needed to synthesize it. The reactants are: [F:1][C:2]1[N:7]=[C:6]([I:8])[C:5]([OH:9])=[CH:4][CH:3]=1.CI.[C:12](=O)([O-])[O-].[K+].[K+]. (2) Given the product [CH2:10]([O:17][C:18]1[C:19]([C:29]([O:31][CH3:32])=[O:30])=[N:20][C:21]([N:33]2[CH2:38][CH2:37][NH:36][CH2:35][CH2:34]2)=[C:22]2[C:27]=1[N:26]=[CH:25][CH:24]=[CH:23]2)[C:11]1[CH:16]=[CH:15][CH:14]=[CH:13][CH:12]=1, predict the reactants needed to synthesize it. The reactants are: C(N(C(C)C)CC)(C)C.[CH2:10]([O:17][C:18]1[C:19]([C:29]([O:31][CH3:32])=[O:30])=[N:20][C:21](Br)=[C:22]2[C:27]=1[N:26]=[CH:25][CH:24]=[CH:23]2)[C:11]1[CH:16]=[CH:15][CH:14]=[CH:13][CH:12]=1.[NH:33]1[CH2:38][CH2:37][NH:36][CH2:35][CH2:34]1.O. (3) Given the product [CH3:23][O:22][C:20]1[C:19]([O:24][CH3:25])=[CH:18][C:17]2[C:7]3[C:6](=[C:5]4[CH:4]=[CH:13][CH:12]=[CH:11][C:10]4=[N:9][CH:8]=3)[N:14]([CH2:28][CH2:29][N:30]([CH3:32])[CH3:31])[C:15](=[O:27])[C:16]=2[CH:21]=1, predict the reactants needed to synthesize it. The reactants are: [N+]([C:4]1[CH:13]=[CH:12][CH:11]=[C:10]2[C:5]=1[C:6]([N:14]([CH2:28][CH2:29][N:30]([CH3:32])[CH3:31])[C:15](=[O:27])[C:16]1[CH:21]=[C:20]([O:22][CH3:23])[C:19]([O:24][CH3:25])=[CH:18][C:17]=1I)=[CH:7][CH:8]=[N:9]2)([O-])=O.C(Cl)(=O)C(Cl)=O.COC1C=C(C(I)=CC=1OC)C(O)=O.CN(C)CCNC1C2C(=CC=CC=2[N+]([O-])=O)N=CC=1.C(N(CC)CC)C. (4) Given the product [N:11]1([C@H:9]2[CH2:10][C@H:7]([O:6][C:5]3[CH:17]=[CH:18][C:2]([C:24]([OH:26])=[O:25])=[CH:3][CH:4]=3)[CH2:8]2)[CH2:16][CH2:15][CH2:14][CH2:13][CH2:12]1, predict the reactants needed to synthesize it. The reactants are: Br[C:2]1[CH:18]=[CH:17][C:5]([O:6][C@H:7]2[CH2:10][C@H:9]([N:11]3[CH2:16][CH2:15][CH2:14][CH2:13][CH2:12]3)[CH2:8]2)=[CH:4][CH:3]=1.C([Li])CCC.[C:24](=[O:26])=[O:25].O. (5) The reactants are: [C:1]1(P([C:1]2[CH:6]=CC=[CH:3][CH:2]=2)[C:1]2[CH:6]=CC=[CH:3][CH:2]=2)[CH:6]=CC=[CH:3][CH:2]=1.C(N(CC)CC)C.[CH2:27]([NH:34][CH2:35][C:36]1([OH:49])[CH2:41][CH2:40][N:39]([C:42]([O:44][C:45]([CH3:48])([CH3:47])[CH3:46])=[O:43])[CH2:38][CH2:37]1)[C:28]1[CH:33]=[CH:32][CH:31]=[CH:30][CH:29]=1.C(OC/C=C\CCC([O-])=O)(=O)C. Given the product [CH2:27]([N:34]1[CH2:35][C:36]2([CH2:41][CH2:40][N:39]([C:42]([O:44][C:45]([CH3:46])([CH3:48])[CH3:47])=[O:43])[CH2:38][CH2:37]2)[O:49][CH:2]([CH:1]=[CH2:6])[CH2:3]1)[C:28]1[CH:33]=[CH:32][CH:31]=[CH:30][CH:29]=1, predict the reactants needed to synthesize it. (6) The reactants are: C(N(S(F)(F)[F:7])CC)C.[C:10]1([CH2:16][O:17][C:18]([N:20]2[CH2:25][CH2:24][C:23](O)([C:26]3[CH:31]=[CH:30][C:29]([NH:32][C:33]([O:35][CH2:36][C:37]4[CH:42]=[CH:41][CH:40]=[CH:39][CH:38]=4)=[O:34])=[CH:28][C:27]=3[F:43])[CH2:22][CH2:21]2)=[O:19])[CH:15]=[CH:14][CH:13]=[CH:12][CH:11]=1.C(=O)(O)[O-].[Na+]. Given the product [C:10]1([CH2:16][O:17][C:18]([N:20]2[CH2:25][CH2:24][C:23]([F:7])([C:26]3[CH:31]=[CH:30][C:29]([NH:32][C:33]([O:35][CH2:36][C:37]4[CH:42]=[CH:41][CH:40]=[CH:39][CH:38]=4)=[O:34])=[CH:28][C:27]=3[F:43])[CH2:22][CH2:21]2)=[O:19])[CH:15]=[CH:14][CH:13]=[CH:12][CH:11]=1, predict the reactants needed to synthesize it. (7) The reactants are: [Br:1][C:2]1[CH:3]=[C:4]([CH:8]=[CH:9][N:10]=1)[C:5]([OH:7])=[O:6].CO.Cl.[CH2:14](N=C=NCCCN(C)C)C. Given the product [Br:1][C:2]1[CH:3]=[C:4]([CH:8]=[CH:9][N:10]=1)[C:5]([O:7][CH3:14])=[O:6], predict the reactants needed to synthesize it. (8) Given the product [CH2:21]([O:23][C:24](=[O:37])[CH2:25][CH2:26][C:27]([C:29]1[CH:34]=[C:33]([Cl:35])[CH:32]=[CH:31][C:30]=1[O:36][CH2:2][C:3]([N:5]1[CH2:10][C@H:9]([CH3:11])[N:8]([CH2:12][C:13]2[CH:18]=[CH:17][C:16]([F:19])=[CH:15][CH:14]=2)[CH2:7][C@H:6]1[CH3:20])=[O:4])=[O:28])[CH3:22], predict the reactants needed to synthesize it. The reactants are: Cl[CH2:2][C:3]([N:5]1[CH2:10][C@H:9]([CH3:11])[N:8]([CH2:12][C:13]2[CH:18]=[CH:17][C:16]([F:19])=[CH:15][CH:14]=2)[CH2:7][C@H:6]1[CH3:20])=[O:4].[CH2:21]([O:23][C:24](=[O:37])[CH2:25][CH2:26][C:27]([C:29]1[CH:34]=[C:33]([Cl:35])[CH:32]=[CH:31][C:30]=1[OH:36])=[O:28])[CH3:22].C1CN2C(=NCCC2)NC1.